From a dataset of Full USPTO retrosynthesis dataset with 1.9M reactions from patents (1976-2016). Predict the reactants needed to synthesize the given product. (1) Given the product [C:1]([O-:6])(=[O:5])[CH:2]=[CH2:3].[C:12]([O-:20])(=[O:19])[C:13]([CH3:15])=[CH2:14], predict the reactants needed to synthesize it. The reactants are: [C:1]([OH:6])(=[O:5])[C:2](C)=[CH2:3].C(O)(=O)C=C.[C:12]([OH:20])(=[O:19])[C:13]([CH2:15]C(O)=O)=[CH2:14].C(O)(=O)/C=C/C.C(O)(=O)/C=C\C(O)=O.C([O-])(=O)C(C)=C. (2) Given the product [CH:7]([OH:9])=[O:8].[Cl:1][C:2]1[CH:3]=[C:4]([N:12]([CH2:18][CH3:19])[CH:13]2[CH2:16][N:15]([CH3:17])[CH2:14]2)[C:5]([CH3:11])=[C:6]([CH:10]=1)[C:7]([NH:21][CH2:22][C:23]1[C:24](=[O:33])[NH:25][C:26]([CH3:32])=[CH:27][C:28]=1[CH:29]([CH3:30])[CH3:31])=[O:9], predict the reactants needed to synthesize it. The reactants are: [Cl:1][C:2]1[CH:3]=[C:4]([N:12]([CH2:18][CH3:19])[CH:13]2[CH2:16][N:15]([CH3:17])[CH2:14]2)[C:5]([CH3:11])=[C:6]([CH:10]=1)[C:7]([OH:9])=[O:8].Cl.[NH2:21][CH2:22][C:23]1[C:24](=[O:33])[NH:25][C:26]([CH3:32])=[CH:27][C:28]=1[CH:29]([CH3:31])[CH3:30].